This data is from Reaction yield outcomes from USPTO patents with 853,638 reactions. The task is: Predict the reaction yield, written as a fraction of the theoretical maximum amount of product (1.0 means a 100% yield; for example, 0.34 means a 34% yield). (1) The reactants are C[O:2][C:3]1[CH:4]=[C:5]2[C:10](=[CH:11][CH:12]=1)[C:9]([O:13][C:14]1[CH:28]=[CH:27][C:17]([O:18][CH2:19][CH2:20][N:21]3[CH2:26][CH2:25][CH2:24][CH2:23][CH2:22]3)=[CH:16][CH:15]=1)=[C:8]([C:29]1[CH:34]=[CH:33][C:32]([S:35]([C:38]([F:41])([F:40])[F:39])(=[O:37])=[O:36])=[CH:31][CH:30]=1)[CH:7]=[CH:6]2.Cl.CCOCC.B(Br)(Br)Br.C(=O)(O)[O-].[Na+]. The catalyst is ClCCl. The product is [N:21]1([CH2:20][CH2:19][O:18][C:17]2[CH:27]=[CH:28][C:14]([O:13][C:9]3[C:8]([C:29]4[CH:34]=[CH:33][C:32]([S:35]([C:38]([F:39])([F:40])[F:41])(=[O:36])=[O:37])=[CH:31][CH:30]=4)=[CH:7][CH:6]=[C:5]4[C:10]=3[CH:11]=[CH:12][C:3]([OH:2])=[CH:4]4)=[CH:15][CH:16]=2)[CH2:26][CH2:25][CH2:24][CH2:23][CH2:22]1. The yield is 0.810. (2) The reactants are [CH3:1][O:2][C:3]1[C:8]2[O:9][C:10]3[CH2:11][N:12]([C:16]([O:18][CH2:19][CH3:20])=[O:17])[CH2:13][CH2:14][C:15]=3[C:7]=2[CH:6]=[CH:5][CH:4]=1.[CH3:21][O:22]C(Cl)Cl. The catalyst is C(Cl)Cl.O. The product is [CH:21]([C:6]1[C:7]2[C:15]3[CH2:14][CH2:13][N:12]([C:16]([O:18][CH2:19][CH3:20])=[O:17])[CH2:11][C:10]=3[O:9][C:8]=2[C:3]([O:2][CH3:1])=[CH:4][CH:5]=1)=[O:22]. The yield is 0.970. (3) The reactants are C([O:4][C:5]1[CH:10]=[CH:9][CH:8]=[CH:7][C:6]=1[C:11]1([CH3:18])[C:15](=[O:16])[NH:14][C:13](=[O:17])[NH:12]1)(=O)C.Br[CH2:20][C:21]([C:23]1[CH:28]=[CH:27][CH:26]=[CH:25][CH:24]=1)=[O:22]. No catalyst specified. The product is [OH:4][C:5]1[CH:10]=[CH:9][CH:8]=[CH:7][C:6]=1[C:11]1([CH3:18])[NH:12][C:13](=[O:17])[N:14]([CH2:20][C:21](=[O:22])[C:23]2[CH:28]=[CH:27][CH:26]=[CH:25][CH:24]=2)[C:15]1=[O:16]. The yield is 0.310. (4) The yield is 0.900. The reactants are [N-]=[C:2]=[O:3].CC(OI1(OC(C)=O)(OC(C)=O)O[C:15](=O)[C:14]2[CH:13]=[CH:12][CH:11]=[CH:10][C:9]1=2)=O.S([O-])([O-])(=O)=S.[Na+].[Na+].C([O-])(O)=O.[Na+]. The product is [C:15]1([C:14]2([CH:2]=[O:3])[CH2:9][CH2:10][CH2:11][CH2:12][CH2:13]2)[CH:11]=[CH:10][CH:9]=[CH:14][CH:13]=1. The catalyst is C(Cl)Cl.CCOC(C)=O. (5) The yield is 0.580. The catalyst is ClC1C=CC=CC=1. The reactants are [OH:1][C:2]1[CH:11]=[CH:10][C:5]([C:6]([O:8][CH3:9])=O)=[CH:4][CH:3]=1.[NH2:12][C@H:13](CO)[CH:14]([CH3:16])[CH3:15]. The product is [CH:14]([C@H:13]1[CH2:9][O:8][C:6]([C:5]2[CH:10]=[CH:11][C:2]([OH:1])=[CH:3][CH:4]=2)=[N:12]1)([CH3:16])[CH3:15]. (6) The reactants are [NH:1]([C:9]([O:11][C:12]([CH3:15])([CH3:14])[CH3:13])=[O:10])[C@H:2]([C:6]([OH:8])=[O:7])[C@@H:3]([CH3:5])[OH:4].Br[CH2:17][C:18]([C:20]1[CH:25]=[CH:24][CH:23]=[CH:22][CH:21]=1)=[O:19]. The catalyst is CCOC(C)=O. The product is [CH2:17]([O:7][C:6](=[O:8])[C@H:2]([C@@H:3]([CH3:5])[OH:4])[NH:1][C:9]([O:11][C:12]([CH3:14])([CH3:13])[CH3:15])=[O:10])[C:18]([C:20]1[CH:25]=[CH:24][CH:23]=[CH:22][CH:21]=1)=[O:19]. The yield is 0.850.